Dataset: Full USPTO retrosynthesis dataset with 1.9M reactions from patents (1976-2016). Task: Predict the reactants needed to synthesize the given product. (1) Given the product [OH:18][C:19]1[CH:24]=[CH:23][C:22]([CH2:25][C:26]([NH:17][CH2:16][CH2:15][C:11]2[CH:12]=[CH:13][CH:14]=[C:9]([O:8][CH2:7][C:1]3[CH:2]=[CH:3][CH:4]=[CH:5][CH:6]=3)[CH:10]=2)=[O:27])=[CH:21][CH:20]=1, predict the reactants needed to synthesize it. The reactants are: [C:1]1([CH2:7][O:8][C:9]2[CH:10]=[C:11]([CH2:15][CH2:16][NH2:17])[CH:12]=[CH:13][CH:14]=2)[CH:6]=[CH:5][CH:4]=[CH:3][CH:2]=1.[OH:18][C:19]1[CH:24]=[CH:23][C:22]([CH2:25][C:26](O)=[O:27])=[CH:21][CH:20]=1.C(N(CC)C(C)C)(C)C.CCN=C=NCCCN(C)C. (2) Given the product [CH3:22][O:21][C:18]1[CH:19]=[CH:20][C:15]([N:13]([CH3:14])[C:11]2[C:10]3[C:5](=[CH:6][CH:7]=[CH:8][CH:9]=3)[N:4]=[C:3]([CH2:2][C:23]#[N:24])[N:12]=2)=[CH:16][CH:17]=1, predict the reactants needed to synthesize it. The reactants are: Cl[CH2:2][C:3]1[N:12]=[C:11]([N:13]([C:15]2[CH:20]=[CH:19][C:18]([O:21][CH3:22])=[CH:17][CH:16]=2)[CH3:14])[C:10]2[C:5](=[CH:6][CH:7]=[CH:8][CH:9]=2)[N:4]=1.[C-:23]#[N:24].[Na+].